From a dataset of Full USPTO retrosynthesis dataset with 1.9M reactions from patents (1976-2016). Predict the reactants needed to synthesize the given product. (1) Given the product [OH2:1].[ClH:48].[OH:1][C:2]([C:34]1[CH:35]=[CH:36][CH:37]=[CH:38][CH:39]=1)([C:28]1[CH:29]=[CH:30][CH:31]=[CH:32][CH:33]=1)[CH:3]1[CH2:8][CH2:7][N:6]([CH2:9][CH2:10][CH2:11][CH:12]([C:14]2[CH:19]=[CH:18][C:17]([C:20]([CH3:27])([CH3:26])[C:21]([OH:23])=[O:22])=[CH:16][CH:15]=2)[OH:13])[CH2:5][CH2:4]1, predict the reactants needed to synthesize it. The reactants are: [OH:1][C:2]([C:34]1[CH:39]=[CH:38][CH:37]=[CH:36][CH:35]=1)([C:28]1[CH:33]=[CH:32][CH:31]=[CH:30][CH:29]=1)[CH:3]1[CH2:8][CH2:7][N:6]([CH2:9][CH2:10][CH2:11][C:12]([C:14]2[CH:19]=[CH:18][C:17]([C:20]([CH3:27])([CH3:26])[C:21]([O:23]CC)=[O:22])=[CH:16][CH:15]=2)=[O:13])[CH2:5][CH2:4]1.[OH-].[Na+].[BH4-].[Na+].CC(C)=O.[ClH:48]. (2) Given the product [NH2:43][C:16]1[N:15]=[C:14]([NH:13][C@@H:9]([CH2:10][CH2:11][CH3:12])[CH2:8][CH2:7][OH:6])[C:19]([CH2:20][C:21]2[CH:39]=[CH:38][C:24]([O:25][CH2:26][CH2:27][CH2:28][N:29]3[CH2:33][CH2:32][CH2:31][C@H:30]3[C:34]([OH:36])=[O:35])=[CH:23][C:22]=2[O:40][CH3:41])=[C:18]([CH3:42])[N:17]=1, predict the reactants needed to synthesize it. The reactants are: [OH-].[Na+].C([O:6][CH2:7][CH2:8][C@@H:9]([NH:13][C:14]1[C:19]([CH2:20][C:21]2[CH:39]=[CH:38][C:24]([O:25][CH2:26][CH2:27][CH2:28][N:29]3[CH2:33][CH2:32][CH2:31][C@H:30]3[C:34]([O:36]C)=[O:35])=[CH:23][C:22]=2[O:40][CH3:41])=[C:18]([CH3:42])[N:17]=[C:16]([NH2:43])[N:15]=1)[CH2:10][CH2:11][CH3:12])(=O)C. (3) Given the product [Cl:32][C:26]1[C:27](=[O:31])[N:28]([CH3:30])[CH:29]=[C:24]([NH:23][CH:8]([C:5]2[CH:6]=[CH:7][C:2]([Cl:1])=[CH:3][CH:4]=2)[C:9]2[C:10]([C:17]([O:19][CH2:20][CH3:21])=[O:18])=[N:11][N:12]([CH:14]([CH3:16])[CH3:15])[CH:13]=2)[CH:25]=1, predict the reactants needed to synthesize it. The reactants are: [Cl:1][C:2]1[CH:7]=[CH:6][C:5]([CH:8](O)[C:9]2[C:10]([C:17]([O:19][CH2:20][CH3:21])=[O:18])=[N:11][N:12]([CH:14]([CH3:16])[CH3:15])[CH:13]=2)=[CH:4][CH:3]=1.[NH2:23][C:24]1[CH:25]=[C:26]([Cl:32])[C:27](=[O:31])[N:28]([CH3:30])[CH:29]=1. (4) Given the product [OH:1][C@:2]([C:31]1[CH:36]=[CH:35][CH:34]=[CH:33][CH:32]=1)([CH3:30])[C:3]([N:5]1[CH2:29][CH2:28][CH2:27][C@H:6]1[C:7]([NH:9][CH2:10][C:11]1[CH:16]=[C:15]([Cl:17])[CH:14]=[CH:13][C:12]=1[CH2:18][NH2:19])=[O:8])=[O:4], predict the reactants needed to synthesize it. The reactants are: [OH:1][C@:2]([C:31]1[CH:36]=[CH:35][CH:34]=[CH:33][CH:32]=1)([CH3:30])[C:3]([N:5]1[CH2:29][CH2:28][CH2:27][C@H:6]1[C:7]([NH:9][CH2:10][C:11]1[CH:16]=[C:15]([Cl:17])[CH:14]=[CH:13][C:12]=1[CH2:18][NH:19]C(OC(C)(C)C)=O)=[O:8])=[O:4]. (5) Given the product [C:1]([O:5][C:6](=[O:21])[CH2:7][N:8]1[C:12]2=[N:13][CH:14]=[CH:15][CH:16]=[C:11]2[C:10]([C:17](=[NH:18])[NH2:20])=[N:9]1)([CH3:4])([CH3:2])[CH3:3], predict the reactants needed to synthesize it. The reactants are: [C:1]([O:5][C:6](=[O:21])[CH2:7][N:8]1[C:12]2=[N:13][CH:14]=[CH:15][CH:16]=[C:11]2[C:10]([C:17](=[NH:20])[NH:18]O)=[N:9]1)([CH3:4])([CH3:3])[CH3:2].CC(OC(C)=O)=O. (6) Given the product [C:19]([O:22][CH2:23][CH2:24][N:1]1[C:9]2[C:4](=[CH:5][CH:6]=[CH:7][CH:8]=2)[CH:3]=[C:2]1[C:10](=[O:12])[NH:26][C:27]1[CH:28]=[CH:29][C:30]([O:35][CH2:36][C:37]([CH3:38])([CH3:39])[CH3:40])=[C:31]([C:32]#[N:33])[CH:34]=1)(=[O:21])[CH3:20], predict the reactants needed to synthesize it. The reactants are: [NH:1]1[C:9]2[C:4](=[CH:5][CH:6]=[CH:7][CH:8]=2)[CH:3]=[C:2]1[C:10]([OH:12])=O.C(=O)([O-])[O-].[K+].[K+].[C:19]([O:22][CH2:23][CH2:24]Br)(=[O:21])[CH3:20].[NH2:26][C:27]1[CH:28]=[CH:29][C:30]([O:35][CH2:36][C:37]([CH3:40])([CH3:39])[CH3:38])=[C:31]([CH:34]=1)[C:32]#[N:33].P(C#N)(OCC)(OCC)=O.Cl. (7) Given the product [Cl:11][C:9]1[CH:8]=[C:7]([O:13][CH3:12])[C:3]([C:4]#[N:6])=[CH:2][N:10]=1, predict the reactants needed to synthesize it. The reactants are: Cl[C:2]1[N:10]=[C:9]([Cl:11])[CH:8]=[CH:7][C:3]=1[C:4]([NH2:6])=O.[CH3:12][O-:13].[Na+].Cl. (8) The reactants are: [CH3:1][S:2]([O:5][C:6]1[CH:7]=[C:8]([CH:13]=[CH:14][C:15]=1[CH2:16][N:17]1[CH2:22][CH2:21][O:20][CH2:19][CH2:18]1)[C:9]([O:11]C)=[O:10])(=[O:4])=[O:3].[Li+].[OH-]. Given the product [CH3:1][S:2]([O:5][C:6]1[CH:7]=[C:8]([CH:13]=[CH:14][C:15]=1[CH2:16][N:17]1[CH2:22][CH2:21][O:20][CH2:19][CH2:18]1)[C:9]([OH:11])=[O:10])(=[O:3])=[O:4], predict the reactants needed to synthesize it. (9) The reactants are: [CH2:1]1[C:10]2[C:5](=[CH:6][CH:7]=[CH:8][CH:9]=2)[CH2:4][CH2:3][CH:2]1[NH:11][C:12]([C:14]1[CH:36]=[CH:35][C:17]([O:18][C:19]2[CH:28]=[C:27]3[C:22]([CH:23]([C:29]([O:31]C)=[O:30])[CH2:24][CH2:25][O:26]3)=[CH:21][C:20]=2[C:33]#[N:34])=[CH:16][CH:15]=1)=[O:13].[OH-].[Na+].CO. Given the product [CH2:1]1[C:10]2[C:5](=[CH:6][CH:7]=[CH:8][CH:9]=2)[CH2:4][CH2:3][CH:2]1[NH:11][C:12]([C:14]1[CH:36]=[CH:35][C:17]([O:18][C:19]2[CH:28]=[C:27]3[C:22]([CH:23]([C:29]([OH:31])=[O:30])[CH2:24][CH2:25][O:26]3)=[CH:21][C:20]=2[C:33]#[N:34])=[CH:16][CH:15]=1)=[O:13], predict the reactants needed to synthesize it.